This data is from Reaction yield outcomes from USPTO patents with 853,638 reactions. The task is: Predict the reaction yield, written as a fraction of the theoretical maximum amount of product (1.0 means a 100% yield; for example, 0.34 means a 34% yield). The reactants are [H-].[Al+3].[Li+].[H-].[H-].[H-].C([O:11][C:12](=O)[CH2:13][CH2:14][N:15]1[CH2:19][CH2:18][CH2:17][C@H:16]1[C:20]1[N:24]2[CH:25]=[C:26]([F:29])[CH:27]=[CH:28][C:23]2=[N:22][N:21]=1)(C)(C)C. The catalyst is C1COCC1. The product is [F:29][C:26]1[CH:27]=[CH:28][C:23]2[N:24]([C:20]([C@@H:16]3[CH2:17][CH2:18][CH2:19][N:15]3[CH2:14][CH2:13][CH2:12][OH:11])=[N:21][N:22]=2)[CH:25]=1. The yield is 0.330.